This data is from NCI-60 drug combinations with 297,098 pairs across 59 cell lines. The task is: Regression. Given two drug SMILES strings and cell line genomic features, predict the synergy score measuring deviation from expected non-interaction effect. (1) Drug 2: CS(=O)(=O)OCCCCOS(=O)(=O)C. Drug 1: C1CN1P(=S)(N2CC2)N3CC3. Cell line: NCIH23. Synergy scores: CSS=31.7, Synergy_ZIP=-6.39, Synergy_Bliss=-2.12, Synergy_Loewe=1.54, Synergy_HSA=1.88. (2) Drug 1: C1CCC(CC1)NC(=O)N(CCCl)N=O. Drug 2: N.N.Cl[Pt+2]Cl. Cell line: MALME-3M. Synergy scores: CSS=7.38, Synergy_ZIP=-1.24, Synergy_Bliss=-0.645, Synergy_Loewe=-4.33, Synergy_HSA=-3.79.